From a dataset of Catalyst prediction with 721,799 reactions and 888 catalyst types from USPTO. Predict which catalyst facilitates the given reaction. Reactant: [CH:1]([NH:4][C:5]1[CH:6]=[C:7]([C:18]2[CH:23]=[CH:22][C:21]([CH2:24][CH2:25][NH:26]C(=O)OC(C)(C)C)=[CH:20][CH:19]=2)[CH:8]=[CH:9][C:10]=1[C:11]([NH:13][S:14]([CH3:17])(=[O:16])=[O:15])=[O:12])([CH3:3])[CH3:2].C(OC(=O)C)C.[ClH:40]. Product: [ClH:40].[ClH:40].[NH2:26][CH2:25][CH2:24][C:21]1[CH:22]=[CH:23][C:18]([C:7]2[CH:8]=[CH:9][C:10]([C:11]([NH:13][S:14]([CH3:17])(=[O:16])=[O:15])=[O:12])=[C:5]([NH:4][CH:1]([CH3:3])[CH3:2])[CH:6]=2)=[CH:19][CH:20]=1. The catalyst class is: 13.